From a dataset of Reaction yield outcomes from USPTO patents with 853,638 reactions. Predict the reaction yield, written as a fraction of the theoretical maximum amount of product (1.0 means a 100% yield; for example, 0.34 means a 34% yield). (1) The reactants are C(N(CC)CC)C.[CH3:8][C@@:9]12[C:15]([CH3:17])([CH3:16])[C@@H:12]([CH2:13][CH2:14]1)[CH:11]([C:18](Cl)=[O:19])[C:10]2=[O:21].[C:22]([O:26][C:27]([NH:29][NH:30][C:31]1[CH:36]=[CH:35][CH:34]=[CH:33][C:32]=1[Cl:37])=[O:28])([CH3:25])([CH3:24])[CH3:23]. The catalyst is ClCCl. The product is [C:22]([O:26][C:27]([NH:29][N:30]([C:31]1[CH:36]=[CH:35][CH:34]=[CH:33][C:32]=1[Cl:37])[C:18]([CH:11]1[C:10](=[O:21])[C@:9]2([CH3:8])[C:15]([CH3:17])([CH3:16])[C@H:12]1[CH2:13][CH2:14]2)=[O:19])=[O:28])([CH3:25])([CH3:23])[CH3:24]. The yield is 0.790. (2) The reactants are [OH:1][CH:2]1[CH2:20][CH:19]2[N:4]([C:5](=[O:39])[CH:6]([NH:31][C:32]([O:34][C:35]([CH3:38])([CH3:37])[CH3:36])=[O:33])[CH2:7][CH2:8][CH2:9][CH2:10][CH2:11][CH:12]=[CH:13][CH:14]3[C:16]([C:22]([NH:24][S:25]([CH:28]4[CH2:30][CH2:29]4)(=[O:27])=[O:26])=[O:23])([NH:17][C:18]2=[O:21])[CH2:15]3)[CH2:3]1.[CH:40]1[C:49]2[C:44](=[CH:45][CH:46]=[CH:47][CH:48]=2)[CH:43]=[CH:42][C:41]=1[C:50](Cl)=[O:51]. No catalyst specified. The product is [CH:40]1[C:49]2[C:44](=[CH:45][CH:46]=[CH:47][CH:48]=2)[CH:43]=[CH:42][C:41]=1[C:50]([O:1][CH:2]1[CH2:20][CH:19]2[N:4]([C:5](=[O:39])[CH:6]([NH:31][C:32]([O:34][C:35]([CH3:36])([CH3:38])[CH3:37])=[O:33])[CH2:7][CH2:8][CH2:9][CH2:10][CH2:11][CH:12]=[CH:13][CH:14]3[C:16]([C:22]([NH:24][S:25]([CH:28]4[CH2:30][CH2:29]4)(=[O:27])=[O:26])=[O:23])([NH:17][C:18]2=[O:21])[CH2:15]3)[CH2:3]1)=[O:51]. The yield is 0.260. (3) The reactants are [C:1]1([SH:7])[CH:6]=[CH:5][CH:4]=[CH:3][CH:2]=1.Br[CH2:9][CH2:10][CH2:11][Cl:12].C1COCC1. The catalyst is O. The product is [Cl:12][CH2:11][CH2:10][CH2:9][S:7][C:1]1[CH:6]=[CH:5][CH:4]=[CH:3][CH:2]=1. The yield is 1.00. (4) The reactants are [NH:1]1[CH:5]=[CH:4][N:3]=[CH:2]1.[CH2:6]([Li])[CH2:7][CH2:8]C.CN([CH:14]=[O:15])C.[CH2:16]1COCC1. No catalyst specified. The product is [CH2:6]([N:1]1[CH:5]=[C:4]([CH3:16])[N:3]=[C:2]1[CH:14]=[O:15])[CH:7]=[CH2:8]. The yield is 0.380. (5) The yield is 0.700. The reactants are [CH3:1][N:2]([CH3:10])[C:3]1[CH:8]=[CH:7][CH:6]=[C:5]([NH2:9])[CH:4]=1.Br[CH2:12][C:13]([O:15][CH3:16])=[O:14].CCN(C(C)C)C(C)C.O. The catalyst is C1COCC1.C(OCC)(=O)C. The product is [CH3:16][O:15][C:13](=[O:14])[CH2:12][NH:9][C:5]1[CH:6]=[CH:7][CH:8]=[C:3]([N:2]([CH3:10])[CH3:1])[CH:4]=1.